From a dataset of Catalyst prediction with 721,799 reactions and 888 catalyst types from USPTO. Predict which catalyst facilitates the given reaction. Reactant: C(NC(C)C)(C)C.C([Li])CCC.CCOP(OCC)([CH:18]([C:20]1[CH:25]=[CH:24][CH:23]=[CH:22][CH:21]=1)[CH3:19])=O.[C:29]([O:33][C:34]([N:36]1[C@@H:40]([CH2:41][CH:42]=O)[CH2:39][O:38][C:37]1([CH3:45])[CH3:44])=[O:35])([CH3:32])([CH3:31])[CH3:30]. Product: [C:29]([O:33][C:34]([N:36]1[C@@H:40]([CH2:41]/[CH:42]=[C:18](/[C:20]2[CH:21]=[CH:22][CH:23]=[CH:24][CH:25]=2)\[CH3:19])[CH2:39][O:38][C:37]1([CH3:44])[CH3:45])=[O:35])([CH3:32])([CH3:31])[CH3:30]. The catalyst class is: 7.